From a dataset of NCI-60 drug combinations with 297,098 pairs across 59 cell lines. Regression. Given two drug SMILES strings and cell line genomic features, predict the synergy score measuring deviation from expected non-interaction effect. (1) Drug 1: CCC1(CC2CC(C3=C(CCN(C2)C1)C4=CC=CC=C4N3)(C5=C(C=C6C(=C5)C78CCN9C7C(C=CC9)(C(C(C8N6C)(C(=O)OC)O)OC(=O)C)CC)OC)C(=O)OC)O.OS(=O)(=O)O. Drug 2: CC12CCC3C(C1CCC2O)C(CC4=C3C=CC(=C4)O)CCCCCCCCCS(=O)CCCC(C(F)(F)F)(F)F. Cell line: EKVX. Synergy scores: CSS=6.55, Synergy_ZIP=-3.35, Synergy_Bliss=-4.60, Synergy_Loewe=0.229, Synergy_HSA=-1.70. (2) Drug 1: C1C(C(OC1N2C=NC(=NC2=O)N)CO)O. Drug 2: CC1C(C(CC(O1)OC2CC(CC3=C2C(=C4C(=C3O)C(=O)C5=C(C4=O)C(=CC=C5)OC)O)(C(=O)CO)O)N)O.Cl. Cell line: HCT-15. Synergy scores: CSS=34.2, Synergy_ZIP=-10.1, Synergy_Bliss=-8.46, Synergy_Loewe=-3.64, Synergy_HSA=-2.50. (3) Drug 1: CC1=C(C=C(C=C1)NC(=O)C2=CC=C(C=C2)CN3CCN(CC3)C)NC4=NC=CC(=N4)C5=CN=CC=C5. Drug 2: COC1=NC(=NC2=C1N=CN2C3C(C(C(O3)CO)O)O)N. Cell line: MDA-MB-231. Synergy scores: CSS=-14.9, Synergy_ZIP=12.5, Synergy_Bliss=5.04, Synergy_Loewe=-11.4, Synergy_HSA=-11.4. (4) Drug 1: CNC(=O)C1=NC=CC(=C1)OC2=CC=C(C=C2)NC(=O)NC3=CC(=C(C=C3)Cl)C(F)(F)F. Drug 2: C1=CN(C=N1)CC(O)(P(=O)(O)O)P(=O)(O)O. Cell line: NCI-H322M. Synergy scores: CSS=-0.661, Synergy_ZIP=0.462, Synergy_Bliss=0.156, Synergy_Loewe=-0.231, Synergy_HSA=-0.982.